From a dataset of Forward reaction prediction with 1.9M reactions from USPTO patents (1976-2016). Predict the product of the given reaction. (1) Given the reactants [C:1]([C@@H:3]([NH:22][C:23]([C:25]1([NH:31]C(=O)OC(C)(C)C)CCC[CH2:27][CH2:26]1)=[O:24])[CH2:4][C:5]1[CH:10]=[CH:9][C:8]([C:11]2[CH:12]=[C:13]3[CH2:19][N:18]([CH3:20])[C:17](=[O:21])[C:14]3=[N:15][CH:16]=2)=[CH:7][CH:6]=1)#[N:2].[CH:39]([OH:41])=O.[C:42](#N)C, predict the reaction product. The product is: [NH2:31][C:25]1([C:23]([NH:22][C@H:3]([C:1]#[N:2])[CH2:4][C:5]2[CH:10]=[CH:9][C:8]([C:11]3[CH:12]=[C:13]4[CH2:19][N:18]([CH3:20])[C:17](=[O:21])[C:14]4=[N:15][CH:16]=3)=[CH:7][CH:6]=2)=[O:24])[CH2:26][CH2:27][O:41][CH2:39][CH2:42]1. (2) The product is: [CH2:16]([N:18]([CH2:19][CH3:20])[CH2:7][C:6]1[CH:13]=[CH:14][C:3]([C:1]#[CH:2])=[CH:4][C:5]=1[F:15])[CH3:17]. Given the reactants [C:1]([C:3]1[CH:14]=[CH:13][C:6]([CH2:7]OS(C)(=O)=O)=[C:5]([F:15])[CH:4]=1)#[CH:2].[CH2:16]([N:18](CC)[CH2:19][CH3:20])[CH3:17].C(NCC)C, predict the reaction product. (3) Given the reactants [N:1]12[CH2:8][CH2:7][CH:4]([CH2:5][CH2:6]1)[C@@H:3]([NH:9][C:10]([C:12]1[CH:13]=[CH:14][C:15]3[O:19][CH:18]=[C:17]([C:20]#[C:21][Si](C)(C)C)[C:16]=3[CH:26]=1)=[O:11])[CH2:2]2.C([O-])(O)=O.[Na+], predict the reaction product. The product is: [N:1]12[CH2:6][CH2:5][CH:4]([CH2:7][CH2:8]1)[C@@H:3]([NH:9][C:10]([C:12]1[CH:13]=[CH:14][C:15]3[O:19][CH:18]=[C:17]([C:20]#[CH:21])[C:16]=3[CH:26]=1)=[O:11])[CH2:2]2. (4) Given the reactants [CH3:1][C:2]([O:5][C:6]([N:8]1[CH2:23][C@@H:22]([F:24])[CH2:21][C@H:9]1[C:10]([NH:12][C@@H:13]([CH2:19][CH3:20])/[CH:14]=[CH:15]/[C:16]([OH:18])=O)=[O:11])=[O:7])([CH3:4])[CH3:3].CN(C(ON1N=NC2C=CC=NC1=2)=[N+](C)C)C.F[P-](F)(F)(F)(F)F.CCN(C(C)C)C(C)C.[F:58][C:59]([F:67])([F:66])[C:60]1[S:64][C:63]([NH2:65])=[N:62][N:61]=1, predict the reaction product. The product is: [CH2:19]([C@H:13]([NH:12][C:10]([C@@H:9]1[CH2:21][C@H:22]([F:24])[CH2:23][N:8]1[C:6]([O:5][C:2]([CH3:1])([CH3:3])[CH3:4])=[O:7])=[O:11])/[CH:14]=[CH:15]/[C:16](=[O:18])[NH:65][C:63]1[S:64][C:60]([C:59]([F:67])([F:66])[F:58])=[N:61][N:62]=1)[CH3:20]. (5) Given the reactants [O-]P([O-])([O-])=O.[K+].[K+].[K+].[CH2:9]([NH2:16])[C:10]1[CH:15]=[CH:14][CH:13]=[CH:12][CH:11]=1.I[C:18]1[CH:19]=[C:20]([N+:24]([O-:26])=[O:25])[CH:21]=[CH:22][CH:23]=1.C(O)CO, predict the reaction product. The product is: [N+:24]([C:20]1[CH:19]=[C:18]([NH:16][CH2:9][C:10]2[CH:15]=[CH:14][CH:13]=[CH:12][CH:11]=2)[CH:23]=[CH:22][CH:21]=1)([O-:26])=[O:25]. (6) The product is: [Cl:2][C:3]1[CH:4]=[CH:5][C:6](/[C:9](/[C:28]2[NH:29][C:30](=[O:39])[C:31]([C:34]3[CH:38]=[N:37][NH:36][CH:35]=3)=[CH:32][CH:33]=2)=[CH:10]\[C@H:11]2[CH2:12][CH2:13][C:14](=[O:27])[N:15]2[CH2:16][C:17]2[CH:22]=[CH:21][C:20]([O:23][CH3:24])=[CH:19][C:18]=2[O:25][CH3:26])=[CH:7][CH:8]=1. Given the reactants Br.[Cl:2][C:3]1[CH:8]=[CH:7][C:6](/[C:9](/[C:28]2[CH:33]=[CH:32][C:31]([C:34]3[CH:35]=[N:36][NH:37][CH:38]=3)=[C:30]([O:39]C)[N:29]=2)=[CH:10]\[C@@H:11]2[N:15]([CH2:16][C:17]3[CH:22]=[CH:21][C:20]([O:23][CH3:24])=[CH:19][C:18]=3[O:25][CH3:26])[C:14](=[O:27])[CH2:13][CH2:12]2)=[CH:5][CH:4]=1.O, predict the reaction product. (7) Given the reactants [Cl:1][C:2]1[CH:23]=[C:22]([Sn](CCCC)(CCCC)CCCC)[CH:21]=[CH:20][C:3]=1[C:4]([NH:6][C@H:7]([C:17]([OH:19])=[O:18])[CH2:8][NH:9][C:10]([C:12]1[S:13][CH:14]=[CH:15][CH:16]=1)=[O:11])=[O:5].[O:37]([CH2:44][C:45](Cl)=[O:46])[C:38]1[CH:43]=[CH:42][CH:41]=[CH:40][CH:39]=1.C(=O)([O-])[O-].[K+].[K+].C(N(C(C)C)CC)(C)C, predict the reaction product. The product is: [Cl:1][C:2]1[CH:23]=[C:22]([C:45](=[O:46])[CH2:44][O:37][C:38]2[CH:43]=[CH:42][CH:41]=[CH:40][CH:39]=2)[CH:21]=[CH:20][C:3]=1[C:4]([NH:6][C@H:7]([C:17]([OH:19])=[O:18])[CH2:8][NH:9][C:10]([C:12]1[S:13][CH:14]=[CH:15][CH:16]=1)=[O:11])=[O:5]. (8) Given the reactants [F:1][C:2]1[CH:3]=[C:4]([CH:7]=[CH:8][CH:9]=1)[CH:5]=O.[NH2:10][C:11]1[CH:12]=[C:13]2[C:17]3=[C:18]([CH2:20][O:21][CH2:22][CH2:23][N:16]3[C@H:15]3[CH2:24][CH2:25][N:26](C(OC(C)(C)C)=O)[CH2:27][C@@H:14]23)[CH:19]=1, predict the reaction product. The product is: [F:1][C:2]1[CH:3]=[C:4]([CH:7]=[CH:8][CH:9]=1)[CH2:5][NH:10][C:11]1[CH:12]=[C:13]2[C:17]3=[C:18]([CH2:20][O:21][CH2:22][CH2:23][N:16]3[C@H:15]3[CH2:24][CH2:25][NH:26][CH2:27][C@@H:14]23)[CH:19]=1. (9) Given the reactants [CH2:1]([C:3]1[C:8](=[O:9])[NH:7][C:6]([CH3:10])=[C:5]([C:11]2[CH:12]=[N:13][CH:14]=[C:15]([C:17]([OH:19])=O)[CH:16]=2)[CH:4]=1)[CH3:2].[CH2:20]([NH:22][CH2:23][CH3:24])[CH3:21], predict the reaction product. The product is: [CH2:20]([N:22]([CH2:23][CH3:24])[C:17]([C:15]1[CH:16]=[C:11]([C:5]2[CH:4]=[C:3]([CH2:1][CH3:2])[C:8](=[O:9])[NH:7][C:6]=2[CH3:10])[CH:12]=[N:13][CH:14]=1)=[O:19])[CH3:21].